This data is from Full USPTO retrosynthesis dataset with 1.9M reactions from patents (1976-2016). The task is: Predict the reactants needed to synthesize the given product. (1) Given the product [CH:1]([C:4]1[CH:5]=[CH:6][C:7]([C@@H:10]2[C:14]3[C:15]([CH3:21])=[C:16]([NH:20][C:26](=[O:25])[CH2:27][C:32]([CH3:31])([CH3:33])[CH3:34])[C:17]([CH3:19])=[CH:18][C:13]=3[O:12][CH2:11]2)=[CH:8][CH:9]=1)([CH3:3])[CH3:2], predict the reactants needed to synthesize it. The reactants are: [CH:1]([C:4]1[CH:9]=[CH:8][C:7]([C@@H:10]2[C:14]3[C:15]([CH3:21])=[C:16]([NH2:20])[C:17]([CH3:19])=[CH:18][C:13]=3[O:12][CH2:11]2)=[CH:6][CH:5]=1)([CH3:3])[CH3:2].C([O:25][CH2:26][CH3:27])(=O)C.CCC[CH2:31][CH2:32][CH3:33].[CH:34](Cl)(Cl)Cl. (2) The reactants are: [F:1][C:2]1[CH:7]=[CH:6][C:5]([C:8]2[NH:23][C:11]3[N:12]=[CH:13][N:14]=[C:15]([N:16]4[CH2:21][CH2:20][NH:19][C@H:18]([CH3:22])[CH2:17]4)[C:10]=3[CH:9]=2)=[CH:4][CH:3]=1.[N:24]([C@H:27]([C:29]1[CH:34]=[CH:33][CH:32]=[C:31]([O:35][CH3:36])[CH:30]=1)[CH3:28])=[C:25]=[O:26].C(N(CC)C(C)C)(C)C. Given the product [CH3:36][O:35][C:31]1[CH:30]=[C:29]([C@@H:27]([NH:24][C:25]([N:19]2[CH2:20][CH2:21][N:16]([C:15]3[C:10]4[CH:9]=[C:8]([C:5]5[CH:6]=[CH:7][C:2]([F:1])=[CH:3][CH:4]=5)[NH:23][C:11]=4[N:12]=[CH:13][N:14]=3)[CH2:17][C@H:18]2[CH3:22])=[O:26])[CH3:28])[CH:34]=[CH:33][CH:32]=1, predict the reactants needed to synthesize it. (3) Given the product [F:1][C:2]1[CH:3]=[C:4]2[C:8](=[CH:9][CH:10]=1)[NH:7][C:6](=[O:11])/[C:5]/2=[CH:12]\[C:14]1[NH:18][C:17]([CH3:19])=[C:16]([C:20]([OH:22])=[O:21])[C:15]=1[CH3:23], predict the reactants needed to synthesize it. The reactants are: [F:1][C:2]1[CH:3]=[C:4]2[C:8](=[CH:9][CH:10]=1)[NH:7][C:6](=[O:11])[CH2:5]2.[CH:12]([C:14]1[NH:18][C:17]([CH3:19])=[C:16]([C:20]([OH:22])=[O:21])[C:15]=1[CH3:23])=O. (4) Given the product [O:15]=[C:14]1[CH:13]([O:1][C:2]2[CH:3]=[C:4]([CH:7]=[CH:8][CH:9]=2)[CH:5]=[O:6])[CH2:11][CH2:10][O:17]1, predict the reactants needed to synthesize it. The reactants are: [OH:1][C:2]1[CH:3]=[C:4]([CH:7]=[CH:8][CH:9]=1)[CH:5]=[O:6].[CH3:10][C:11]([CH3:13])=O.[C:14]([O-:17])([O-])=[O:15].[K+].[K+]. (5) The reactants are: [C:1]([O:5][C:6](=[O:26])[NH:7][C@H:8]([C:20]1[CH:25]=[CH:24][CH:23]=[CH:22][CH:21]=1)[C@@H:9]([OH:19])[CH2:10][O:11][Si:12]([C:15]([CH3:18])([CH3:17])[CH3:16])([CH3:14])[CH3:13])([CH3:4])([CH3:3])[CH3:2].C1(P(C2C=CC=CC=2)C2C=CC=CC=2)C=CC=CC=1.[N+:46]([C:49]1[CH:57]=[CH:56][C:52]([C:53](O)=[O:54])=[CH:51][CH:50]=1)([O-:48])=[O:47].N(C(OC(C)C)=O)=NC(OC(C)C)=O.C1(C)C=CC=CC=1. Given the product [N+:46]([C:49]1[CH:50]=[CH:51][C:52]([C:53]([O:19][C@@H:9]([C@@H:8]([C:20]2[CH:21]=[CH:22][CH:23]=[CH:24][CH:25]=2)[NH:7][C:6](=[O:26])[O:5][C:1]([CH3:2])([CH3:3])[CH3:4])[CH2:10][O:11][Si:12]([CH3:13])([CH3:14])[C:15]([CH3:16])([CH3:17])[CH3:18])=[O:54])=[CH:56][CH:57]=1)([O-:48])=[O:47], predict the reactants needed to synthesize it.